This data is from Catalyst prediction with 721,799 reactions and 888 catalyst types from USPTO. The task is: Predict which catalyst facilitates the given reaction. (1) Reactant: [Br:1][CH2:2][CH2:3][CH2:4][CH2:5][CH2:6][C:7](Cl)=[O:8].[NH2:10][C:11]1[CH:16]=[CH:15][CH:14]=[CH:13][CH:12]=1. Product: [C:11]1([NH:10][C:7](=[O:8])[CH2:6][CH2:5][CH2:4][CH2:3][CH2:2][Br:1])[CH:16]=[CH:15][CH:14]=[CH:13][CH:12]=1. The catalyst class is: 1. (2) Reactant: [CH3:1][N:2]([C:14]1[CH:15]=[CH:16][CH:17]=[C:18]2[C:22]=1[NH:21][C:20]([C:23]1[S:24][CH:25]=[CH:26][N:27]=1)=[CH:19]2)[S:3]([C:6]1[CH:10]=[CH:9][S:8][C:7]=1[C:11](O)=[O:12])(=[O:5])=[O:4].[N:28]1(O)C2C=CC=CC=2N=N1.Cl.CN(C)CCCN=C=NCC.N.Cl. Product: [CH3:1][N:2]([C:14]1[CH:15]=[CH:16][CH:17]=[C:18]2[C:22]=1[NH:21][C:20]([C:23]1[S:24][CH:25]=[CH:26][N:27]=1)=[CH:19]2)[S:3]([C:6]1[CH:10]=[CH:9][S:8][C:7]=1[C:11]([NH2:28])=[O:12])(=[O:4])=[O:5]. The catalyst class is: 9.